From a dataset of Catalyst prediction with 721,799 reactions and 888 catalyst types from USPTO. Predict which catalyst facilitates the given reaction. (1) Reactant: [Br:1][C:2]1[C:3](F)=[C:4]2[C:10]([NH:11][C:12](=[O:19])[C:13]3[CH:18]=[CH:17][CH:16]=[N:15][CH:14]=3)=[CH:9][NH:8][C:5]2=[N:6][CH:7]=1.[NH:21]1[CH2:25][CH2:24][CH:23]([C:26]2[CH:31]=[CH:30][CH:29]=[CH:28][N:27]=2)[CH2:22]1. The catalyst class is: 114. Product: [Br:1][C:2]1[C:3]([N:21]2[CH2:25][CH2:24][CH:23]([C:26]3[CH:31]=[CH:30][CH:29]=[CH:28][N:27]=3)[CH2:22]2)=[C:4]2[C:10]([NH:11][C:12](=[O:19])[C:13]3[CH:18]=[CH:17][CH:16]=[N:15][CH:14]=3)=[CH:9][NH:8][C:5]2=[N:6][CH:7]=1. (2) Reactant: [C:1]([C:3]1[S:4][CH:5]=[C:6]([CH3:18])[C:7]=1OS(C1C=CC=CC=1)(=O)=O)#[N:2].[C:19]([C:21]1[CH:26]=[CH:25][C:24]([O:27][CH3:28])=[CH:23][CH:22]=1)#[CH:20]. Product: [CH3:28][O:27][C:24]1[CH:25]=[CH:26][C:21]([C:19]#[C:20][C:7]2[C:6]([CH3:18])=[CH:5][S:4][C:3]=2[C:1]#[N:2])=[CH:22][CH:23]=1. The catalyst class is: 243. (3) Reactant: Br[C:2]1[CH:3]=[N:4][CH:5]=[CH:6][C:7]=1[O:8][C:9]1[C:14]([F:15])=[CH:13][C:12]([NH:16][C:17]([C:19]2[C:20](=[O:35])[N:21]([C:28]3[CH:33]=[CH:32][C:31]([F:34])=[CH:30][CH:29]=3)[CH:22]=[CH:23][C:24]=2[O:25][CH2:26][CH3:27])=[O:18])=[C:11]([F:36])[CH:10]=1.CC1(C)C(C)(C)OB([C:45]2[CH:46]=[N:47][NH:48][CH:49]=2)O1.C(=O)([O-])[O-].[K+].[K+]. Product: [NH:47]1[CH:46]=[C:45]([C:2]2[CH:3]=[N:4][CH:5]=[CH:6][C:7]=2[O:8][C:9]2[C:14]([F:15])=[CH:13][C:12]([NH:16][C:17]([C:19]3[C:20](=[O:35])[N:21]([C:28]4[CH:33]=[CH:32][C:31]([F:34])=[CH:30][CH:29]=4)[CH:22]=[CH:23][C:24]=3[O:25][CH2:26][CH3:27])=[O:18])=[C:11]([F:36])[CH:10]=2)[CH:49]=[N:48]1. The catalyst class is: 38. (4) Reactant: [NH2:1][C:2]1[CH:7]=[CH:6][C:5]([S:8]([CH3:16])(=[N:10][C:11](=O)[CH2:12][O:13][CH3:14])=[O:9])=[CH:4][CH:3]=1. Product: [NH2:1][C:2]1[CH:3]=[CH:4][C:5]([S:8]([CH3:16])(=[N:10][CH2:11][CH2:12][O:13][CH3:14])=[O:9])=[CH:6][CH:7]=1. The catalyst class is: 7. (5) Reactant: [N+:1]([C:4]1[C:5]([C:11]2[CH:16]=[CH:15][CH:14]=[CH:13][CH:12]=2)=[N+:6]([O-])[CH:7]=[CH:8][CH:9]=1)([O-:3])=[O:2].[Cl-:17].[P+]=O. Product: [Cl:17][C:7]1[N:6]=[C:5]([C:11]2[CH:16]=[CH:15][CH:14]=[CH:13][CH:12]=2)[C:4]([N+:1]([O-:3])=[O:2])=[CH:9][CH:8]=1. The catalyst class is: 26.